Predict the reaction yield, written as a fraction of the theoretical maximum amount of product (1.0 means a 100% yield; for example, 0.34 means a 34% yield). From a dataset of Reaction yield outcomes from USPTO patents with 853,638 reactions. The reactants are [Cl:1][C:2]1[CH:3]=[C:4]([N:8]2[C:13](=[O:14])[C:12](OS(C3C=CC(C)=CC=3)(=O)=O)=[C:11]([C:26]3[CH:31]=[CH:30][C:29]([S:32]([CH3:35])(=[O:34])=[O:33])=[CH:28][CH:27]=3)[CH:10]=[N:9]2)[CH:5]=[CH:6][CH:7]=1.[C:36]1(C)[C:41]([SH:42])=[CH:40][CH:39]=[CH:38][CH:37]=1.[C:44]([O-])([O-])=O.[K+].[K+].O. The catalyst is CCO. The product is [Cl:1][C:2]1[CH:3]=[C:4]([N:8]2[C:13](=[O:14])[C:12]([S:42][C:41]3[CH:36]=[CH:37][C:38]([CH3:44])=[CH:39][CH:40]=3)=[C:11]([C:26]3[CH:31]=[CH:30][C:29]([S:32]([CH3:35])(=[O:34])=[O:33])=[CH:28][CH:27]=3)[CH:10]=[N:9]2)[CH:5]=[CH:6][CH:7]=1. The yield is 0.830.